Dataset: Reaction yield outcomes from USPTO patents with 853,638 reactions. Task: Predict the reaction yield, written as a fraction of the theoretical maximum amount of product (1.0 means a 100% yield; for example, 0.34 means a 34% yield). (1) The reactants are C[Mg]Br.[CH3:4]COCC.[Cl:9][C:10]1[CH:11]=[C:12]([C:19]2[CH:23]=[CH:22][N:21]([CH2:24][C@@H:25]([NH:27][C:28]([C:30]3[N:31]=[C:32]([CH3:40])[N:33]([CH2:35][CH2:36][C:37](=[O:39])[CH3:38])[CH:34]=3)=[O:29])[CH3:26])[N:20]=2)[CH:13]=[C:14]([F:18])[C:15]=1[C:16]#[N:17].[Cl-].[NH4+]. The catalyst is C1COCC1. The product is [Cl:9][C:10]1[CH:11]=[C:12]([C:19]2[CH:23]=[CH:22][N:21]([CH2:24][C@@H:25]([NH:27][C:28]([C:30]3[N:31]=[C:32]([CH3:40])[N:33]([CH2:35][CH2:36][C:37]([OH:39])([CH3:4])[CH3:38])[CH:34]=3)=[O:29])[CH3:26])[N:20]=2)[CH:13]=[C:14]([F:18])[C:15]=1[C:16]#[N:17]. The yield is 0.193. (2) The reactants are [Cl:1][C:2]1[C:7]([N:8]2[CH2:13][CH2:12][CH:11]([C:14]3[CH:19]=[CH:18][CH:17]=[CH:16][C:15]=3[Cl:20])[CH2:10][CH2:9]2)=[CH:6][N:5]=[N:4][C:3]=1[NH:21][NH:22][C:23](=O)[CH2:24][C:25]([F:28])([F:27])[F:26].P(Cl)(Cl)(Cl)=O. The catalyst is C(#N)C. The product is [Cl:1][C:2]1[C:3]2[N:4]([C:23]([CH2:24][C:25]([F:28])([F:27])[F:26])=[N:22][N:21]=2)[N:5]=[CH:6][C:7]=1[N:8]1[CH2:13][CH2:12][CH:11]([C:14]2[CH:19]=[CH:18][CH:17]=[CH:16][C:15]=2[Cl:20])[CH2:10][CH2:9]1. The yield is 0.0220. (3) The reactants are Cl[C:2]1[C:7]([CH3:8])=[CH:6][C:5]([F:9])=[CH:4][N:3]=1.[Na].C1C=CC(P(C2C(C3C(P(C4C=CC=CC=4)C4C=CC=CC=4)=CC=C4C=3C=CC=C4)=C3C(C=CC=C3)=CC=2)C2C=CC=CC=2)=CC=1.C(=[NH:70])(C1C=CC=CC=1)C1C=CC=CC=1. The catalyst is C1(C)C=CC=CC=1.C1C=CC(/C=C/C(/C=C/C2C=CC=CC=2)=O)=CC=1.C1C=CC(/C=C/C(/C=C/C2C=CC=CC=2)=O)=CC=1.C1C=CC(/C=C/C(/C=C/C2C=CC=CC=2)=O)=CC=1.[Pd].[Pd]. The product is [F:9][C:5]1[CH:6]=[C:7]([CH3:8])[C:2]([NH2:70])=[N:3][CH:4]=1. The yield is 0.552.